Task: Predict the reactants needed to synthesize the given product.. Dataset: Full USPTO retrosynthesis dataset with 1.9M reactions from patents (1976-2016) (1) Given the product [NH2:20][CH2:19][CH2:18][CH2:17][CH2:16][N:15]1[C:11]2[C:10]3[CH:9]=[CH:8][C:7]([Br:32])=[CH:6][C:5]=3[N:4]=[C:3]([NH2:2])[C:12]=2[N:13]=[C:14]1[CH2:28][O:29][CH2:30][CH3:31], predict the reactants needed to synthesize it. The reactants are: Cl.[NH2:2][C:3]1[C:12]2[N:13]=[C:14]([CH2:28][O:29][CH2:30][CH3:31])[N:15]([CH2:16][CH2:17][CH2:18][CH2:19][NH:20]C(=O)OC(C)(C)C)[C:11]=2[C:10]2[CH:9]=[CH:8][C:7]([Br:32])=[CH:6][C:5]=2[N:4]=1.[OH-].[Na+].C(=O)(O)[O-].[Na+]. (2) Given the product [Cl:1][C:2]1[CH:7]=[CH:6][C:5]([C:8]2[C:13]([C:14]([OH:16])=[O:15])=[CH:12][N:11]=[CH:10][CH:9]=2)=[C:4]([F:18])[CH:3]=1, predict the reactants needed to synthesize it. The reactants are: [Cl:1][C:2]1[CH:7]=[CH:6][C:5]([C:8]2[C:13]([C:14]([O:16]C)=[O:15])=[CH:12][N:11]=[CH:10][CH:9]=2)=[C:4]([F:18])[CH:3]=1.CO.[OH-].[Na+]. (3) The reactants are: [Cl:1][C:2]1[CH:29]=[C:28]([Cl:30])[CH:27]=[CH:26][C:3]=1[O:4][C:5]1[C:6]2[CH2:18][N:17]([C:19]([O:21][C:22]([CH3:25])([CH3:24])[CH3:23])=[O:20])[CH2:16][CH2:15][C:7]=2[N:8]=[C:9](S(C)(=O)=O)[N:10]=1.[NH2:31][C:32]1[C:37]([N+:38]([O-:40])=[O:39])=[CH:36][CH:35]=[C:34]([NH:41][CH2:42][CH2:43][NH2:44])[N:33]=1. Given the product [NH2:31][C:32]1[N:33]=[C:34]([NH:41][CH2:42][CH2:43][NH:44][C:9]2[N:10]=[C:5]([O:4][C:3]3[CH:26]=[CH:27][C:28]([Cl:30])=[CH:29][C:2]=3[Cl:1])[C:6]3[CH2:18][N:17]([C:19]([O:21][C:22]([CH3:25])([CH3:24])[CH3:23])=[O:20])[CH2:16][CH2:15][C:7]=3[N:8]=2)[CH:35]=[CH:36][C:37]=1[N+:38]([O-:40])=[O:39], predict the reactants needed to synthesize it. (4) Given the product [Br:1][C:2]1[CH:8]=[C:7]2[C:5](=[CH:4][CH:3]=1)[N:6]=[C:11]([CH3:13])[CH:10]=[C:9]2[OH:14], predict the reactants needed to synthesize it. The reactants are: [Br:1][C:2]1[CH:8]=[CH:7][C:5]([NH2:6])=[CH:4][CH:3]=1.[C:9](OCC)(=[O:14])[CH2:10][C:11]([CH3:13])=O.[OH-].[Na+]. (5) Given the product [CH2:19]([O:21][C:22]([C:24]1[CH:29]=[C:28]([N:6]2[CH2:7][CH2:8][C:3]([F:9])([F:2])[CH2:4][CH2:5]2)[CH:27]=[C:26]([CH2:38][O:39][CH:40]2[CH2:45][CH2:44][CH2:43][CH2:42][O:41]2)[N:25]=1)=[O:23])[CH3:20], predict the reactants needed to synthesize it. The reactants are: Cl.[F:2][C:3]1([F:9])[CH2:8][CH2:7][NH:6][CH2:5][CH2:4]1.C(N(CC)C(C)C)(C)C.[CH2:19]([O:21][C:22]([C:24]1[CH:29]=[C:28](OS(C(F)(F)F)(=O)=O)[CH:27]=[C:26]([CH2:38][O:39][CH:40]2[CH2:45][CH2:44][CH2:43][CH2:42][O:41]2)[N:25]=1)=[O:23])[CH3:20]. (6) Given the product [CH2:1]([O:3][CH2:4][CH2:5][O:6][C:10]1[CH:38]=[CH:37][C:13]([C:14]([NH:16][CH2:17][CH2:18][NH:19][C:20]([C:22]2[C:23]([C:33]([F:36])([F:34])[F:35])=[N:24][N:25]([C:27]3[CH:32]=[CH:31][CH:30]=[CH:29][CH:28]=3)[CH:26]=2)=[O:21])=[O:15])=[CH:12][N:11]=1)[CH3:2], predict the reactants needed to synthesize it. The reactants are: [CH2:1]([O:3][CH2:4][CH2:5][OH:6])[CH3:2].[H-].[Na+].Cl[C:10]1[CH:38]=[CH:37][C:13]([C:14]([NH:16][CH2:17][CH2:18][NH:19][C:20]([C:22]2[C:23]([C:33]([F:36])([F:35])[F:34])=[N:24][N:25]([C:27]3[CH:32]=[CH:31][CH:30]=[CH:29][CH:28]=3)[CH:26]=2)=[O:21])=[O:15])=[CH:12][N:11]=1. (7) Given the product [Cl:1][C:2]1[C:3]([C:8]2[CH:13]=[CH:12][C:11]([CH:14]=[O:16])=[CH:10][CH:9]=2)=[N:4][CH:5]=[CH:6][CH:7]=1, predict the reactants needed to synthesize it. The reactants are: [Cl:1][C:2]1[C:3]([C:8]2[CH:13]=[CH:12][C:11]([CH3:14])=[CH:10][CH:9]=2)=[N:4][CH:5]=[CH:6][CH:7]=1.C[OH:16]. (8) Given the product [CH3:1][C:2]1([CH3:23])[NH:7][C:6](=[O:8])[C:5]2[S:9][C:10]([N:12]3[C:17]4[CH:18]=[C:19]([O:22][C:25]5[N:26]=[C:27]([C:31]([NH2:33])=[O:32])[CH:28]=[CH:29][CH:30]=5)[CH:20]=[CH:21][C:16]=4[O:15][CH2:14][CH2:13]3)=[N:11][C:4]=2[CH2:3]1, predict the reactants needed to synthesize it. The reactants are: [CH3:1][C:2]1([CH3:23])[NH:7][C:6](=[O:8])[C:5]2[S:9][C:10]([N:12]3[C:17]4[CH:18]=[C:19]([OH:22])[CH:20]=[CH:21][C:16]=4[O:15][CH2:14][CH2:13]3)=[N:11][C:4]=2[CH2:3]1.F[C:25]1[CH:30]=[CH:29][CH:28]=[C:27]([C:31]([NH2:33])=[O:32])[N:26]=1.CC(C)([O-])C.[Na+]. (9) Given the product [Br:1][C:2]1[C:10]2[C:5](=[N:6][CH:7]=[C:8]([F:11])[CH:9]=2)[N:4]([C:25]([C:20]2[CH:21]=[CH:22][CH:23]=[CH:24][CH:19]=2)([C:32]2[CH:33]=[CH:34][CH:35]=[CH:36][CH:37]=2)[C:26]2[CH:27]=[CH:28][CH:29]=[CH:30][CH:31]=2)[N:3]=1, predict the reactants needed to synthesize it. The reactants are: [Br:1][C:2]1[C:10]2[C:5](=[N:6][CH:7]=[C:8]([F:11])[CH:9]=2)[NH:4][N:3]=1.C([O-])([O-])=O.[K+].[K+].Cl[C:19]1[CH:24]=[CH:23][CH:22]=[CH:21][C:20]=1[CH:25]([C:32]1[CH:37]=[CH:36][CH:35]=[CH:34][CH:33]=1)[C:26]1[CH:31]=[CH:30][CH:29]=[CH:28][CH:27]=1.C(OCC)(=O)C.